Dataset: Full USPTO retrosynthesis dataset with 1.9M reactions from patents (1976-2016). Task: Predict the reactants needed to synthesize the given product. (1) The reactants are: [N:1]1([C:6]2[CH:11]=[CH:10][C:9]([OH:12])=[CH:8][CH:7]=2)[CH:5]=[N:4][N:3]=[N:2]1.[C:13]([C:15]1[N:19]([CH:20]2[CH2:25][CH2:24][N:23]([C:26]([O:28][CH:29]([CH3:31])[CH3:30])=[O:27])[CH2:22][CH2:21]2)[N:18]=[CH:17][C:16]=1[CH2:32]O)#[N:14].[Si](OCCSC1C=CC(OCC2C=NN(C3CCN(C(OC(C)C)=O)CC3)C=2C#N)=C(F)C=1)(C(C)(C)C)(C)C. Given the product [C:13]([C:15]1[N:19]([CH:20]2[CH2:21][CH2:22][N:23]([C:26]([O:28][CH:29]([CH3:30])[CH3:31])=[O:27])[CH2:24][CH2:25]2)[N:18]=[CH:17][C:16]=1[CH2:32][O:12][C:9]1[CH:8]=[CH:7][C:6]([N:1]2[CH:5]=[N:4][N:3]=[N:2]2)=[CH:11][CH:10]=1)#[N:14], predict the reactants needed to synthesize it. (2) Given the product [Cl:1][C:2]1[CH:3]=[CH:4][C:5]([N:8]([C:17]2[C:18]([C:29]([F:31])([F:32])[F:30])=[CH:19][C:20]([N+:26]([O-:28])=[O:27])=[CH:21][C:22]=2[N+:23]([O-:25])=[O:24])[C:9](=[O:13])[O:10][CH2:11][CH3:12])=[CH:6][CH:7]=1, predict the reactants needed to synthesize it. The reactants are: [Cl:1][C:2]1[CH:7]=[CH:6][C:5]([NH:8][C:9](=[O:13])[O:10][CH2:11][CH3:12])=[CH:4][CH:3]=1.[H-].[Na+].Cl[C:17]1[C:22]([N+:23]([O-:25])=[O:24])=[CH:21][C:20]([N+:26]([O-:28])=[O:27])=[CH:19][C:18]=1[C:29]([F:32])([F:31])[F:30].Cl. (3) Given the product [CH2:27]1[CH:30]2[C:31]3[CH:37]=[CH:36][CH:35]=[CH:34][C:32]=3[S:33][CH:29]2[CH:28]1[N:8]1[CH2:9][CH2:10][CH:5]([CH2:4][CH2:3][C@H:2]([OH:1])[C:14]2[C:23]3[C:18](=[CH:19][CH:20]=[C:21]([O:24][CH3:25])[CH:22]=3)[N:17]=[CH:16][CH:15]=2)[CH:6]([C:11]([OH:13])=[O:12])[CH2:7]1, predict the reactants needed to synthesize it. The reactants are: [OH:1][C@H:2]([C:14]1[C:23]2[C:18](=[CH:19][CH:20]=[C:21]([O:24][CH3:25])[CH:22]=2)[N:17]=[CH:16][CH:15]=1)[CH2:3][CH2:4][C@@H:5]1[CH2:10][CH2:9][NH:8][CH2:7][C@@H:6]1[C:11]([O-:13])=[O:12].[Na+].[CH2:27]1[CH:30]2[C:31]3[CH:37]=[CH:36][CH:35]=[CH:34][C:32]=3[S:33][CH:29]2[C:28]1=O.C([BH3-])#N.[Na+].C(CN)O. (4) Given the product [ClH:57].[ClH:57].[CH:35]1([O:34][C:19]2[CH:18]=[C:17]([C:14]3[CH:13]=[CH:12][C:11]([CH2:10][CH2:9][NH:8][CH2:41][C@H:42]([OH:49])[C:43]4[CH:44]=[N:45][CH:46]=[CH:47][CH:48]=4)=[CH:16][CH:15]=3)[CH:22]=[CH:21][C:20]=2[C:23]([NH:25][S:26]([CH2:29][CH2:30][C:31]([OH:33])=[O:32])(=[O:27])=[O:28])=[O:24])[CH2:36][CH2:37][CH2:38][CH2:39][CH2:40]1, predict the reactants needed to synthesize it. The reactants are: C(OC([N:8]([CH2:41][C@H:42]([O:49][Si](C(C)(C)C)(C)C)[C:43]1[CH:44]=[N:45][CH:46]=[CH:47][CH:48]=1)[CH2:9][CH2:10][C:11]1[CH:16]=[CH:15][C:14]([C:17]2[CH:22]=[CH:21][C:20]([C:23]([NH:25][S:26]([CH2:29][CH2:30][C:31]([OH:33])=[O:32])(=[O:28])=[O:27])=[O:24])=[C:19]([O:34][CH:35]3[CH2:40][CH2:39][CH2:38][CH2:37][CH2:36]3)[CH:18]=2)=[CH:13][CH:12]=1)=O)(C)(C)C.[ClH:57]. (5) The reactants are: [I:1][C:2]1[CH:8]=[CH:7][C:5]([NH2:6])=[CH:4][CH:3]=1.[C:9]1(=O)[CH2:14][CH2:13][CH2:12][CH2:11][CH2:10]1.C[Si]([C:20]#[N:21])(C)C. Given the product [I:1][C:2]1[CH:8]=[CH:7][C:5]([NH:6][C:9]2([C:20]#[N:21])[CH2:14][CH2:13][CH2:12][CH2:11][CH2:10]2)=[CH:4][CH:3]=1, predict the reactants needed to synthesize it. (6) Given the product [Cl:13][C:11]1[CH:12]=[C:7]([C:5]([OH:6])=[O:4])[CH:8]=[N:9][C:10]=1[CH2:14][NH:15][C:16]([NH:18][CH:19]1[C:25]2[CH:26]=[N:27][CH:28]=[CH:29][C:24]=2[CH2:23][CH2:22][C:21]2[C:30]([F:34])=[CH:31][CH:32]=[CH:33][C:20]1=2)=[S:17], predict the reactants needed to synthesize it. The reactants are: [OH-].[Na+].C[O:4][C:5]([C:7]1[CH:8]=[N:9][C:10]([CH2:14][NH:15][C:16]([NH:18][CH:19]2[C:25]3[CH:26]=[N:27][CH:28]=[CH:29][C:24]=3[CH2:23][CH2:22][C:21]3[C:30]([F:34])=[CH:31][CH:32]=[CH:33][C:20]2=3)=[S:17])=[C:11]([Cl:13])[CH:12]=1)=[O:6]. (7) Given the product [CH2:1]([N:8]1[C:14](=[O:15])[C:13]2[CH:16]=[CH:17][C:18]([O:27][C:21]3[CH:26]=[CH:25][CH:24]=[CH:23][CH:22]=3)=[N:19][C:12]=2[O:11][CH2:10][CH2:9]1)[C:2]1[CH:7]=[CH:6][CH:5]=[CH:4][CH:3]=1, predict the reactants needed to synthesize it. The reactants are: [CH2:1]([N:8]1[C:14](=[O:15])[C:13]2[CH:16]=[CH:17][C:18](F)=[N:19][C:12]=2[O:11][CH2:10][CH2:9]1)[C:2]1[CH:7]=[CH:6][CH:5]=[CH:4][CH:3]=1.[C:21]1([OH:27])[CH:26]=[CH:25][CH:24]=[CH:23][CH:22]=1.C(=O)([O-])[O-].[K+].[K+].CN(C=O)C. (8) The reactants are: [C:1]([O:5][C:6]([N:8]1[CH2:13][CH2:12][N:11]([C:14]2[CH:19]=[CH:18][N:17]=[C:16]3[NH:20][CH:21]=[CH:22][C:15]=23)[CH2:10][CH2:9]1)=[O:7])([CH3:4])([CH3:3])[CH3:2].CC([O-])(C)C.[K+].[Cl:29][C:30]1[CH:31]=[C:32]([S:36](Cl)(=[O:38])=[O:37])[CH:33]=[CH:34][CH:35]=1.O. Given the product [C:1]([O:5][C:6]([N:8]1[CH2:9][CH2:10][N:11]([C:14]2[CH:19]=[CH:18][N:17]=[C:16]3[N:20]([S:36]([C:32]4[CH:33]=[CH:34][CH:35]=[C:30]([Cl:29])[CH:31]=4)(=[O:38])=[O:37])[CH:21]=[CH:22][C:15]=23)[CH2:12][CH2:13]1)=[O:7])([CH3:4])([CH3:2])[CH3:3], predict the reactants needed to synthesize it. (9) Given the product [Br:14][C:6]1[C:5]2=[CH:4][C:3]([Cl:15])=[C:2]3[C:10]([C:11](=[O:13])[O:12][C:28]([C:27]4[N:23]([C:18]5[C:17]([Cl:16])=[CH:22][CH:21]=[CH:20][N:19]=5)[N:24]=[C:25]([O:31][CH3:32])[CH:26]=4)=[N:1]3)=[C:9]2[NH:8][N:7]=1, predict the reactants needed to synthesize it. The reactants are: [NH2:1][C:2]1[C:10]([C:11]([OH:13])=[O:12])=[C:9]2[C:5]([C:6]([Br:14])=[N:7][NH:8]2)=[CH:4][C:3]=1[Cl:15].[Cl:16][C:17]1[C:18]([N:23]2[C:27]([C:28](O)=O)=[CH:26][C:25]([O:31][CH3:32])=[N:24]2)=[N:19][CH:20]=[CH:21][CH:22]=1.N1C=CC=CC=1.CS(Cl)(=O)=O. (10) Given the product [Cl:18][C:19]1[CH:25]=[CH:24][C:23]([O:26][CH3:27])=[CH:22][C:20]=1[NH:21][C:2]1[CH:7]=[C:6]([C:8]([F:11])([F:10])[F:9])[N:5]=[C:4]([C:12]2[CH:13]=[N:14][CH:15]=[CH:16][CH:17]=2)[N:3]=1, predict the reactants needed to synthesize it. The reactants are: Cl[C:2]1[CH:7]=[C:6]([C:8]([F:11])([F:10])[F:9])[N:5]=[C:4]([C:12]2[CH:13]=[N:14][CH:15]=[CH:16][CH:17]=2)[N:3]=1.[Cl:18][C:19]1[CH:25]=[CH:24][C:23]([O:26][CH3:27])=[CH:22][C:20]=1[NH2:21].